From a dataset of Full USPTO retrosynthesis dataset with 1.9M reactions from patents (1976-2016). Predict the reactants needed to synthesize the given product. (1) Given the product [CH:1]1([C:4]2[N:5]=[C:6]3[CH:11]=[CH:10][C:9]([N:12]4[CH:17]=[CH:16][C:15]([O:18][CH2:29][C:27]5[S:28][C:24]([CH:23]([F:31])[F:22])=[CH:25][CH:26]=5)=[CH:14][C:13]4=[O:19])=[CH:8][N:7]3[C:20]=2[CH3:21])[CH2:3][CH2:2]1, predict the reactants needed to synthesize it. The reactants are: [CH:1]1([C:4]2[N:5]=[C:6]3[CH:11]=[CH:10][C:9]([N:12]4[CH:17]=[CH:16][C:15]([OH:18])=[CH:14][C:13]4=[O:19])=[CH:8][N:7]3[C:20]=2[CH3:21])[CH2:3][CH2:2]1.[F:22][CH:23]([F:31])[C:24]1[S:28][C:27]([CH2:29]O)=[CH:26][CH:25]=1.C(P(CCCC)CCCC)CCC.N(C(N1CCCCC1)=O)=NC(N1CCCCC1)=O. (2) The reactants are: [CH3:1][C:2]([C:5]([C:7]1[CH:12]=[C:11]([C:13](OC)=O)[CH:10]=[CH:9][C:8]=1[C:17]1[CH:22]=[C:21]([O:23][CH3:24])[CH:20]=[CH:19][C:18]=1[F:25])=[CH2:6])([CH3:4])[CH3:3].CN(C=O)C.S(Cl)([Cl:33])=O. Given the product [Cl:33][CH2:13][C:11]1[CH:10]=[CH:9][C:8]([C:17]2[CH:22]=[C:21]([O:23][CH3:24])[CH:20]=[CH:19][C:18]=2[F:25])=[C:7]([C:5]([C:2]([CH3:4])([CH3:3])[CH3:1])=[CH2:6])[CH:12]=1, predict the reactants needed to synthesize it.